From a dataset of Catalyst prediction with 721,799 reactions and 888 catalyst types from USPTO. Predict which catalyst facilitates the given reaction. Reactant: [CH2:1]([C:5]12[CH2:17][CH2:16][C:15](=[O:18])[C:14]([CH3:19])=[C:13]1[C:12]1[C:7](=[CH:8][C:9]([O:20]C)=[CH:10][CH:11]=1)[CH2:6]2)[CH2:2][CH2:3][CH3:4].B(Br)(Br)Br.C1C=CC=CC=1. Product: [CH2:1]([C:5]12[CH2:17][CH2:16][C:15](=[O:18])[C:14]([CH3:19])=[C:13]1[C:12]1[C:7](=[CH:8][C:9]([OH:20])=[CH:10][CH:11]=1)[CH2:6]2)[CH2:2][CH2:3][CH3:4]. The catalyst class is: 2.